This data is from Reaction yield outcomes from USPTO patents with 853,638 reactions. The task is: Predict the reaction yield, written as a fraction of the theoretical maximum amount of product (1.0 means a 100% yield; for example, 0.34 means a 34% yield). (1) The yield is 0.360. The catalyst is CCO.O. The reactants are Cl.[CH3:2][C:3]1[CH:8]=[C:7]([CH3:9])[CH:6]=[CH:5][C:4]=1[NH:10][NH2:11].[CH3:12][C:13]([CH3:20])([CH3:19])[C:14](=O)[CH2:15][C:16]#[N:17]. The product is [C:13]([C:14]1[CH:15]=[C:16]([NH2:17])[N:10]([C:4]2[CH:5]=[CH:6][C:7]([CH3:9])=[CH:8][C:3]=2[CH3:2])[N:11]=1)([CH3:20])([CH3:19])[CH3:12]. (2) The reactants are Cl[C:2]1[N:7]=[CH:6][N:5]=[C:4]([C:8]2[C:16]3[C:11](=[N:12][CH:13]=[CH:14][CH:15]=3)[N:10](S(C3C=CC(C)=CC=3)(=O)=O)[CH:9]=2)[CH:3]=1.[C:27]([N:30]1[CH2:36][CH2:35][CH2:34][NH:33][CH2:32][CH2:31]1)(=[O:29])[CH3:28].C(=O)([O-])[O-].[K+].[K+].[OH-].[Na+]. The catalyst is CN(C=O)C.CO. The product is [NH:10]1[C:11]2=[N:12][CH:13]=[CH:14][CH:15]=[C:16]2[C:8]([C:4]2[N:5]=[CH:6][N:7]=[C:2]([N:33]3[CH2:34][CH2:35][CH2:36][N:30]([C:27](=[O:29])[CH3:28])[CH2:31][CH2:32]3)[CH:3]=2)=[CH:9]1. The yield is 0.730. (3) The reactants are [CH3:1][O:2][C:3]1[C:11]([CH:12]=[O:13])=[CH:10][CH:9]=[C:8]2[C:4]=1[CH2:5][CH2:6][CH2:7]2.S(=O)(=O)([OH:16])N.Cl([O-])=O.[Na+]. The catalyst is ClCCl.O. The product is [CH3:1][O:2][C:3]1[C:11]([C:12]([OH:16])=[O:13])=[CH:10][CH:9]=[C:8]2[C:4]=1[CH2:5][CH2:6][CH2:7]2. The yield is 0.960. (4) The reactants are [C:1]([NH:5][C:6]([C:8]1[C:16]2[C:11](=[N:12][CH:13]=[C:14]([NH:17][C:18]3[CH:19]=[N:20][CH:21]=[C:22]([S:24]([CH3:27])(=[O:26])=[O:25])[CH:23]=3)[N:15]=2)[N:10](COCC[Si](C)(C)C)[CH:9]=1)=[O:7])([CH3:4])([CH3:3])[CH3:2].FC(F)(F)C(O)=O. The catalyst is ClCCl. The product is [C:1]([NH:5][C:6]([C:8]1[C:16]2[C:11](=[N:12][CH:13]=[C:14]([NH:17][C:18]3[CH:19]=[N:20][CH:21]=[C:22]([S:24]([CH3:27])(=[O:25])=[O:26])[CH:23]=3)[N:15]=2)[NH:10][CH:9]=1)=[O:7])([CH3:4])([CH3:3])[CH3:2]. The yield is 0.980. (5) The reactants are [CH:1]([C:5]1[CH:23]=[CH:22][C:8]2[C:9]3([OH:21])[C:18](=[O:19])[C:17]4[C:12](=[CH:13][CH:14]=[CH:15][CH:16]=4)[C:10]3([OH:20])[O:11][C:7]=2[CH:6]=1)([CH2:3]C)[CH3:2].[C:24]([OH:27])(=O)[CH3:25].N1C=CC=C[CH:29]=1.C1C[O:37][CH2:36][CH2:35]1. No catalyst specified. The product is [C:36]([O:11][C:7]1[CH:6]=[C:5]([C:1]([CH3:2])([CH3:29])[CH3:3])[CH:23]=[CH:22][C:8]=1[C:9]1([O:21][C:24](=[O:27])[CH3:25])[C:18](=[O:19])[C:17]2[C:12](=[CH:13][CH:14]=[CH:15][CH:16]=2)[C:10]1=[O:20])(=[O:37])[CH3:35]. The yield is 0.420. (6) The reactants are [F:1][C:2]1([F:15])[CH2:7][CH2:6][N:5]([C:8]2[CH:13]=[CH:12][CH:11]=[CH:10][C:9]=2[NH2:14])[CH2:4][CH2:3]1.[C:16]([C:18]1[O:22][C:21]([C:23](Cl)=[O:24])=[CH:20][CH:19]=1)#[N:17].CCN(C(C)C)C(C)C. No catalyst specified. The product is [F:15][C:2]1([F:1])[CH2:7][CH2:6][N:5]([C:8]2[CH:13]=[CH:12][CH:11]=[CH:10][C:9]=2[NH:14][C:23]([C:21]2[O:22][C:18]([C:16]#[N:17])=[CH:19][CH:20]=2)=[O:24])[CH2:4][CH2:3]1. The yield is 0.360.